This data is from Peptide-MHC class I binding affinity with 185,985 pairs from IEDB/IMGT. The task is: Regression. Given a peptide amino acid sequence and an MHC pseudo amino acid sequence, predict their binding affinity value. This is MHC class I binding data. The peptide sequence is TDRGKDKVKV. The MHC is Mamu-A11 with pseudo-sequence Mamu-A11. The binding affinity (normalized) is 0.